This data is from Forward reaction prediction with 1.9M reactions from USPTO patents (1976-2016). The task is: Predict the product of the given reaction. (1) The product is: [C:56]([O:60][C:61]([N:63]1[CH2:67][CH2:66][CH2:65][CH:64]1[C:68]1[NH:69][C:70]([C:73]2[CH:82]=[CH:81][C:80]3[C:75](=[CH:76][CH:77]=[C:78]([C:108]4[CH:107]=[CH:106][C:105]([C:102]5[NH:101][C:100]([CH:99]6[CH:98]7[CH2:120][CH:95]([CH2:96][CH2:97]7)[N:94]6[C:92](=[O:93])[CH:88]([NH:87][C:86]([O:85][CH3:84])=[O:121])[CH:89]([CH3:91])[CH3:90])=[N:104][CH:103]=5)=[CH:110][CH:109]=4)[CH:79]=3)[CH:74]=2)=[CH:71][N:72]=1)=[O:62])([CH3:59])([CH3:58])[CH3:57]. Given the reactants C(OC(N1CC(=C)CC1C1NC(C2C=CC(C3C=CC4C(=CC=C(C5NC(C6CCCN6C(=O)C(NC(OC)=O)C(C)C)=NC=5)C=4)C=3)=CC=2)=CN=1)=O)(C)(C)C.[C:56]([O:60][C:61]([N:63]1[CH2:67][CH2:66][CH2:65][CH:64]1[C:68]1[NH:69][C:70]([C:73]2[CH:82]=[CH:81][C:80]3[C:75](=[CH:76][CH:77]=[C:78](Br)[CH:79]=3)[CH:74]=2)=[CH:71][N:72]=1)=[O:62])([CH3:59])([CH3:58])[CH3:57].[CH3:84][O:85][C:86](=[O:121])[NH:87][CH:88]([C:92]([N:94]1[CH:99]([C:100]2[NH:101][C:102]([C:105]3[CH:110]=[CH:109][C:108](B4OC(C)(C)C(C)(C)O4)=[CH:107][CH:106]=3)=[CH:103][N:104]=2)[CH:98]2[CH2:120][CH:95]1[CH2:96][CH2:97]2)=[O:93])[CH:89]([CH3:91])[CH3:90], predict the reaction product. (2) Given the reactants [CH3:1][O:2][CH2:3][C:4](=[C:12]1[CH2:16][CH2:15][N:14]([C:17]([O:19][CH2:20][C:21]2[CH:26]=[CH:25][CH:24]=[CH:23][CH:22]=2)=[O:18])[C:13]1=O)[NH:5][C:6]1[CH:11]=[CH:10][CH:9]=[CH:8][CH:7]=1.COC[C@@H]1[C@@H]2CCN(C(OCC3C=CC=CC=3)=O)[C@@H]2C2C=CC=CC=2N1, predict the reaction product. The product is: [CH3:1][O:2][CH2:3][C@H:4]1[C@H:12]2[CH2:16][CH2:15][N:14]([C:17]([O:19][CH2:20][C:21]3[CH:26]=[CH:25][CH:24]=[CH:23][CH:22]=3)=[O:18])[C@H:13]2[C:7]2[CH:8]=[CH:9][CH:10]=[CH:11][C:6]=2[NH:5]1.